Predict the product of the given reaction. From a dataset of Forward reaction prediction with 1.9M reactions from USPTO patents (1976-2016). Given the reactants [Cl:1][C:2]1[C:6]([Cl:7])=[C:5]([CH3:8])[NH:4][C:3]=1[C:9]([NH:11][CH:12]1[CH2:17][CH2:16][N:15]([C:18]2[S:19][C:20]([C:23](O)=[O:24])=[CH:21][N:22]=2)[CH2:14][CH2:13]1)=[O:10].S(Cl)(Cl)=O.[CH3:30][S:31]([NH2:34])(=[O:33])=[O:32].C1CCN2C(=NCCC2)CC1.Cl, predict the reaction product. The product is: [Cl:1][C:2]1[C:6]([Cl:7])=[C:5]([CH3:8])[NH:4][C:3]=1[C:9]([NH:11][CH:12]1[CH2:13][CH2:14][N:15]([C:18]2[S:19][C:20]([C:23]([NH:34][S:31]([CH3:30])(=[O:33])=[O:32])=[O:24])=[CH:21][N:22]=2)[CH2:16][CH2:17]1)=[O:10].